This data is from Catalyst prediction with 721,799 reactions and 888 catalyst types from USPTO. The task is: Predict which catalyst facilitates the given reaction. (1) Reactant: [NH2:1][C:2]1[CH:7]=[CH:6][CH:5]=[C:4]([C:8]([F:11])([F:10])[F:9])[N:3]=1.Cl[C:13](OC1C=CC=CC=1)=[O:14].N1C=CC=CC=1.[Cl:28][C:29]1[CH:35]=[C:34]([O:36][C:37]2[C:38]3[N:45]([CH3:46])[CH:44]=[CH:43][C:39]=3[N:40]=[CH:41][N:42]=2)[CH:33]=[CH:32][C:30]=1[NH2:31]. Product: [Cl:28][C:29]1[CH:35]=[C:34]([O:36][C:37]2[C:38]3[N:45]([CH3:46])[CH:44]=[CH:43][C:39]=3[N:40]=[CH:41][N:42]=2)[CH:33]=[CH:32][C:30]=1[NH:31][C:13]([NH:1][C:2]1[CH:7]=[CH:6][CH:5]=[C:4]([C:8]([F:9])([F:11])[F:10])[N:3]=1)=[O:14]. The catalyst class is: 80. (2) Reactant: [CH3:1][C:2]1([CH3:39])[C:4]2([CH2:7][CH2:6][CH2:5]2)[C@:3]21[CH2:11][C@@H:10]([C:12](=[O:31])[NH:13][C@:14]1([C:19](=[O:30])[NH:20][S:21]([C:24]3([CH2:27][CH2:28][CH3:29])[CH2:26][CH2:25]3)(=[O:23])=[O:22])[CH2:16][C@H:15]1[CH:17]=[CH2:18])[N:9](C(OC(C)(C)C)=O)[CH2:8]2.Cl. Product: [CH3:39][C:2]1([CH3:1])[C:4]2([CH2:5][CH2:6][CH2:7]2)[C@:3]21[CH2:11][C@@H:10]([C:12]([NH:13][C@:14]1([C:19](=[O:30])[NH:20][S:21]([C:24]3([CH2:27][CH2:28][CH3:29])[CH2:25][CH2:26]3)(=[O:23])=[O:22])[CH2:16][C@H:15]1[CH:17]=[CH2:18])=[O:31])[NH:9][CH2:8]2. The catalyst class is: 12. (3) Reactant: [CH3:1][C:2]1[CH:11]=[CH:10][C:9]2[CH2:8][CH2:7][CH2:6][NH:5][C:4]=2[N:3]=1.[C:12](O[C:12]([O:14][C:15]([CH3:18])([CH3:17])[CH3:16])=[O:13])([O:14][C:15]([CH3:18])([CH3:17])[CH3:16])=[O:13].C(N(CC)CC)C. Product: [CH3:1][C:2]1[CH:11]=[CH:10][C:9]2[CH2:8][CH2:7][CH2:6][N:5]([C:12]([O:14][C:15]([CH3:18])([CH3:17])[CH3:16])=[O:13])[C:4]=2[N:3]=1. The catalyst class is: 154.